The task is: Predict the reactants needed to synthesize the given product.. This data is from Full USPTO retrosynthesis dataset with 1.9M reactions from patents (1976-2016). (1) Given the product [I:1][C:2]1[C:10]2[C:5](=[CH:6][CH:7]=[C:8]([C:11]([NH:27][CH2:26][C:21]3[CH:22]=[CH:23][CH:24]=[CH:25][C:20]=3[N:17]3[CH2:18][CH2:19][O:14][CH2:15][CH2:16]3)=[O:13])[CH:9]=2)[NH:4][N:3]=1, predict the reactants needed to synthesize it. The reactants are: [I:1][C:2]1[C:10]2[C:5](=[CH:6][CH:7]=[C:8]([C:11]([OH:13])=O)[CH:9]=2)[NH:4][N:3]=1.[O:14]1[CH2:19][CH2:18][N:17]([C:20]2[CH:25]=[CH:24][CH:23]=[CH:22][C:21]=2[CH2:26][NH2:27])[CH2:16][CH2:15]1.CN(C(ON1N=NC2C=CC=CC1=2)=[N+](C)C)C.[B-](F)(F)(F)F.CCN(C(C)C)C(C)C. (2) Given the product [NH2:1][C:2]1[CH:7]=[CH:6][C:5]([S:8]([F:13])([F:9])([F:10])([F:11])[F:12])=[CH:4][C:3]=1[Br:14], predict the reactants needed to synthesize it. The reactants are: [NH2:1][C:2]1[CH:7]=[CH:6][C:5]([S:8]([F:13])([F:12])([F:11])([F:10])[F:9])=[CH:4][CH:3]=1.[Br:14]N1C(C)(C)C(=O)N(Br)C1=O. (3) Given the product [Cl:1][C:2]1[CH:3]=[C:4]([C:12]2[O:16][N:15]=[C:14]([C:17]3[CH:18]=[CH:19][CH:20]=[C:21]4[C:25]=3[N:24]([CH3:26])[CH:23]=[C:22]4[CH2:27][CH2:28][N:30]3[CH2:33][CH:32]([C:34]([OH:36])=[O:35])[CH2:31]3)[N:13]=2)[CH:5]=[CH:6][C:7]=1[O:8][CH:9]([CH3:10])[CH3:11], predict the reactants needed to synthesize it. The reactants are: [Cl:1][C:2]1[CH:3]=[C:4]([C:12]2[O:16][N:15]=[C:14]([C:17]3[CH:18]=[CH:19][CH:20]=[C:21]4[C:25]=3[N:24]([CH3:26])[CH:23]=[C:22]4[CH2:27][CH:28]=O)[N:13]=2)[CH:5]=[CH:6][C:7]=1[O:8][CH:9]([CH3:11])[CH3:10].[NH:30]1[CH2:33][CH:32]([C:34]([OH:36])=[O:35])[CH2:31]1.C(O)(=O)C.C(O[BH-](OC(=O)C)OC(=O)C)(=O)C.[Na+]. (4) The reactants are: [CH3:1][C:2]([CH3:8])([CH3:7])[CH2:3][C:4]([OH:6])=[O:5].O.[C:10](=[O:17])([S:14][CH2:15][CH3:16])[O:11][CH2:12]I. Given the product [CH2:15]([S:14][C:10]([O:11][CH2:12][O:5][C:4](=[O:6])[CH2:3][C:2]([CH3:8])([CH3:7])[CH3:1])=[O:17])[CH3:16], predict the reactants needed to synthesize it. (5) Given the product [N:1]1([CH:6]([CH3:19])[CH2:7][N:8]2[C:17]3[C:12](=[CH:13][C:14]([NH:18][C:26]([C:22]4[S:21][CH:25]=[CH:24][CH:23]=4)=[NH:27])=[CH:15][CH:16]=3)[CH2:11][CH2:10][CH2:9]2)[CH2:5][CH2:4][CH2:3][CH2:2]1, predict the reactants needed to synthesize it. The reactants are: [N:1]1([CH:6]([CH3:19])[CH2:7][N:8]2[C:17]3[C:12](=[CH:13][C:14]([NH2:18])=[CH:15][CH:16]=3)[CH2:11][CH2:10][CH2:9]2)[CH2:5][CH2:4][CH2:3][CH2:2]1.I.[S:21]1[CH:25]=[CH:24][CH:23]=[C:22]1[C:26](SC)=[NH:27].N. (6) Given the product [F:14][C:2]([F:1])([S:10]([O-:13])(=[O:12])=[O:11])[CH2:3][O:4][C:5](=[O:9])[C:6]([CH3:8])=[CH2:7].[C:23]([C:27]1[CH:32]=[CH:31][CH:30]=[CH:29][C:28]=1[S+:33]([C:40]1[CH:45]=[CH:44][CH:43]=[CH:42][CH:41]=1)[C:34]1[CH:35]=[CH:36][CH:37]=[CH:38][CH:39]=1)([CH3:26])([CH3:24])[CH3:25], predict the reactants needed to synthesize it. The reactants are: [F:1][C:2]([F:14])([S:10]([O-:13])(=[O:12])=[O:11])[CH2:3][O:4][C:5](=[O:9])[C:6]([CH3:8])=[CH2:7].C([NH+](CC)CC)C.[Br-].[C:23]([C:27]1[CH:32]=[CH:31][CH:30]=[CH:29][C:28]=1[S+:33]([C:40]1[CH:45]=[CH:44][CH:43]=[CH:42][CH:41]=1)[C:34]1[CH:39]=[CH:38][CH:37]=[CH:36][CH:35]=1)([CH3:26])([CH3:25])[CH3:24].ClCCl. (7) Given the product [C:1]1([CH2:7][N:8]2[C:20]3[CH:19]=[CH:18][CH:17]=[C:16]([OH:21])[C:15]=3[C:14]3[C:9]2=[CH:10][CH:11]=[CH:12][C:13]=3[C:22](=[O:24])[NH2:28])[CH:6]=[CH:5][CH:4]=[CH:3][CH:2]=1, predict the reactants needed to synthesize it. The reactants are: [C:1]1([CH2:7][N:8]2[C:20]3[CH:19]=[CH:18][CH:17]=[C:16]([OH:21])[C:15]=3[C:14]3[C:9]2=[CH:10][CH:11]=[CH:12][C:13]=3[C:22]([O:24]C)=O)[CH:6]=[CH:5][CH:4]=[CH:3][CH:2]=1.Cl.[OH-].[NH4+:28]. (8) Given the product [C:18]([C:11]1[CH:12]=[C:7]([C:1]2[CH:6]=[CH:5][CH:4]=[CH:3][CH:2]=2)[CH:8]=[CH:9][N:10]=1)#[N:19], predict the reactants needed to synthesize it. The reactants are: [C:1]1([C:7]2[CH:12]=[CH:11][N+:10]([O-])=[CH:9][CH:8]=2)[CH:6]=[CH:5][CH:4]=[CH:3][CH:2]=1.[Si]([C:18]#[N:19])(C)(C)C.CN(C)C(Cl)=O.C([O-])([O-])=O.[K+].[K+]. (9) Given the product [OH:1][C:2]([C:5]1[CH:6]=[CH:7][C:8]([C:9]([NH:11][C:12]2[CH:17]=[C:16]([N:18]3[CH2:23][CH2:22][CH2:21][C@@H:20]([C:24]([NH:35][CH:32]([CH3:34])[CH3:33])=[O:26])[CH2:19]3)[N:15]3[N:27]=[CH:28][CH:29]=[C:14]3[N:13]=2)=[O:10])=[CH:30][CH:31]=1)([CH3:4])[CH3:3], predict the reactants needed to synthesize it. The reactants are: [OH:1][C:2]([C:5]1[CH:31]=[CH:30][C:8]([C:9]([NH:11][C:12]2[CH:17]=[C:16]([N:18]3[CH2:23][CH2:22][CH2:21][C@@H:20]([C:24]([OH:26])=O)[CH2:19]3)[N:15]3[N:27]=[CH:28][CH:29]=[C:14]3[N:13]=2)=[O:10])=[CH:7][CH:6]=1)([CH3:4])[CH3:3].[CH:32]([NH2:35])([CH3:34])[CH3:33].CCN=C=NCCCN(C)C.C1C=CC2N(O)N=NC=2C=1. (10) Given the product [C:1]([O:5][C@@H:6]([C@H:8]1[CH2:12][O:11][C:10](=[O:13])[N:9]1[C:14]1[CH:19]=[CH:18][N:17]=[C:16]([NH:32][C@H:30]([C:27]2[CH:26]=[CH:25][C:24]([O:23][C:22]([F:21])([F:33])[F:34])=[CH:29][CH:28]=2)[CH3:31])[N:15]=1)[CH3:7])([CH3:4])([CH3:3])[CH3:2], predict the reactants needed to synthesize it. The reactants are: [C:1]([O:5][C@@H:6]([C@H:8]1[CH2:12][O:11][C:10](=[O:13])[N:9]1[C:14]1[CH:19]=[CH:18][N:17]=[C:16](F)[N:15]=1)[CH3:7])([CH3:4])([CH3:3])[CH3:2].[F:21][C:22]([F:34])([F:33])[O:23][C:24]1[CH:29]=[CH:28][C:27]([C@@H:30]([NH2:32])[CH3:31])=[CH:26][CH:25]=1.CCN(C(C)C)C(C)C.